This data is from Full USPTO retrosynthesis dataset with 1.9M reactions from patents (1976-2016). The task is: Predict the reactants needed to synthesize the given product. (1) The reactants are: [N+:1]([C:4]1[CH:9]=[CH:8][C:7]([N:10]2[CH2:15][CH2:14][O:13][CH:12]([CH2:16][CH2:17][OH:18])[CH2:11]2)=[CH:6][CH:5]=1)([O-])=O. Given the product [NH2:1][C:4]1[CH:5]=[CH:6][C:7]([N:10]2[CH2:15][CH2:14][O:13][CH:12]([CH2:16][CH2:17][OH:18])[CH2:11]2)=[CH:8][CH:9]=1, predict the reactants needed to synthesize it. (2) Given the product [CH:24]([C@@H:27]1[CH2:31][O:30][C:29](=[O:32])[N:28]1[C:1](=[O:7])/[C:2](/[CH3:3])=[CH:4]/[CH3:5])([CH3:26])[CH3:25], predict the reactants needed to synthesize it. The reactants are: [C:1]([OH:7])(=O)/[C:2](=[CH:4]/[CH3:5])/[CH3:3].C(N(CC)CC)C.C(Cl)(=O)C(C)(C)C.[Cl-].[Li+].[CH:24]([C@@H:27]1[CH2:31][O:30][C:29](=[O:32])[NH:28]1)([CH3:26])[CH3:25]. (3) Given the product [Br:1][C:2]1[CH:3]=[C:4]([C:7]([NH:9][C@@H:10]([CH2:20][C:21]2[CH:22]=[CH:23][CH:24]=[CH:25][CH:26]=2)[CH2:11][NH:12][C:13](=[O:19])[O:14][C:15]([CH3:18])([CH3:17])[CH3:16])=[O:8])[S:5][C:6]=1[Cl:48], predict the reactants needed to synthesize it. The reactants are: [Br:1][C:2]1[CH:3]=[C:4]([C:7]([NH:9][C@@H:10]([CH2:20][C:21]2[CH:26]=[CH:25][CH:24]=[CH:23][CH:22]=2)[CH2:11][NH:12][C:13](=[O:19])[O:14][C:15]([CH3:18])([CH3:17])[CH3:16])=[O:8])[S:5][CH:6]=1.N[C@@H](CC1C=CC([Cl:48])=CC=1Cl)CN1C(=O)C2C(=CC=CC=2)C1=O.C1C(=O)N(Cl)C(=O)C1. (4) Given the product [CH2:1]([N:8]1[C:13](=[O:14])[CH:12]=[C:11]2[S:15][CH:16]=[CH:17][N:10]2[C:9]1=[O:22])[C:2]1[CH:7]=[CH:6][CH:5]=[CH:4][CH:3]=1, predict the reactants needed to synthesize it. The reactants are: [CH2:1]([N:8]1[C:13](=[O:14])[CH:12]=[C:11]([S:15][CH2:16][CH:17](OC)OC)[NH:10][C:9]1=[O:22])[C:2]1[CH:7]=[CH:6][CH:5]=[CH:4][CH:3]=1.C1(C)C=CC(S(O)(=O)=O)=CC=1. (5) Given the product [Br:1][C:2]1[CH:3]=[CH:4][C:5]([CH3:16])=[C:6]([C:8]2[N:18]([C:20]3[CH:21]=[CH:22][C:23]([S:26]([NH2:29])(=[O:28])=[O:27])=[CH:24][CH:25]=3)[N:19]=[C:10]([CH:12]3[CH2:14][CH2:13]3)[CH:9]=2)[CH:7]=1, predict the reactants needed to synthesize it. The reactants are: [Br:1][C:2]1[CH:3]=[CH:4][C:5]([CH3:16])=[C:6]([C:8](=O)[CH2:9][C:10]([CH:12]2[CH2:14][CH2:13]2)=O)[CH:7]=1.Cl.[NH:18]([C:20]1[CH:25]=[CH:24][C:23]([S:26]([NH2:29])(=[O:28])=[O:27])=[CH:22][CH:21]=1)[NH2:19]. (6) Given the product [CH3:34][O:33][C:29]1[S:28][C:27]2=[N:26][C:25]([C:23]3[O:24][C:20]4[CH:19]=[C:18]([O:35][CH3:36])[CH:17]=[C:16]([O:15][CH2:14][C:12]5[N:13]=[C:9]([C:5]6([F:44])[CH2:6][CH2:7][C:2]([F:37])([F:1])[CH2:3][CH2:4]6)[S:10][CH:11]=5)[C:21]=4[CH:22]=3)=[CH:32][N:31]2[N:30]=1, predict the reactants needed to synthesize it. The reactants are: [F:1][C:2]1([F:37])[CH2:7][CH2:6][C:5]([C:9]2[S:10][CH:11]=[C:12]([CH2:14][O:15][C:16]3[C:21]4[CH:22]=[C:23]([C:25]5[N:26]=[C:27]6[N:31]([CH:32]=5)[N:30]=[C:29]([O:33][CH3:34])[S:28]6)[O:24][C:20]=4[CH:19]=[C:18]([O:35][CH3:36])[CH:17]=3)[N:13]=2)(O)[CH2:4][CH2:3]1.CCN(S(F)(F)[F:44])CC. (7) Given the product [NH2:39][C:40](=[O:60])[C:41]([CH3:58])([CH3:42])[CH2:27][NH:26][C:24]([C:22]1[S:23][C:19]([C:3]2[CH:4]=[CH:5][C:6]([C:9]([OH:18])([C:10]([F:12])([F:11])[F:13])[C:14]([F:16])([F:17])[F:15])=[C:7]([Cl:8])[C:2]=2[Cl:1])=[C:20]([C:32]([O:34][C:35]([CH3:37])([CH3:38])[CH3:36])=[O:33])[N:21]=1)=[O:25], predict the reactants needed to synthesize it. The reactants are: [Cl:1][C:2]1[C:7]([Cl:8])=[C:6]([C:9]([OH:18])([C:14]([F:17])([F:16])[F:15])[C:10]([F:13])([F:12])[F:11])[CH:5]=[CH:4][C:3]=1[C:19]1[S:23][C:22]([C:24]([N:26]2CCSC[CH2:27]2)=[O:25])=[N:21][C:20]=1[C:32]([O:34][C:35]([CH3:38])([CH3:37])[CH3:36])=[O:33].[NH2:39][C:40](=[O:60])[C:41](C)([CH3:58])[CH2:42]NC(C1SC=C(C(OC(C)(C)C)=O)N=1)=O.N1(C(C2SC=C(C(OC(C)(C)C)=O)N=2)=O)CCSCC1. (8) The reactants are: C([Li])CCC.C(NC(C)C)(C)C.[F:13][C:14]1[CH:19]=[CH:18][C:17]([F:20])=[CH:16][N:15]=1.[I:21]I. Given the product [F:13][C:14]1[CH:19]=[C:18]([I:21])[C:17]([F:20])=[CH:16][N:15]=1, predict the reactants needed to synthesize it. (9) Given the product [Cl:1][C:2]1[CH:3]=[C:4]([C:17]2[N:21]([CH2:22][O:23][CH2:24][CH2:25][Si:26]([CH3:27])([CH3:28])[CH3:29])[C:20]3[CH:30]=[C:31]([CH:34]=[O:35])[CH:32]=[CH:33][C:19]=3[N:18]=2)[C:5](=[O:16])[N:6]([CH2:8][O:9][CH2:10][CH2:11][Si:12]([CH3:15])([CH3:14])[CH3:13])[N:7]=1, predict the reactants needed to synthesize it. The reactants are: [Cl:1][C:2]1[CH:3]=[C:4]([C:17]2[N:21]([CH2:22][O:23][CH2:24][CH2:25][Si:26]([CH3:29])([CH3:28])[CH3:27])[C:20]3[CH:30]=[C:31]([C:34](OC)=[O:35])[CH:32]=[CH:33][C:19]=3[N:18]=2)[C:5](=[O:16])[N:6]([CH2:8][O:9][CH2:10][CH2:11][Si:12]([CH3:15])([CH3:14])[CH3:13])[N:7]=1.